This data is from Reaction yield outcomes from USPTO patents with 853,638 reactions. The task is: Predict the reaction yield, written as a fraction of the theoretical maximum amount of product (1.0 means a 100% yield; for example, 0.34 means a 34% yield). (1) The reactants are [CH3:1][C:2]1([CH3:32])[CH2:7][C:6](=[O:8])[CH2:5][C:4]([CH3:10])([CH3:9])[P:3]1[C:11]1[CH:16]=[CH:15][CH:14]=[CH:13][C:12]=1[C:17]1[C:22]([CH:23]([CH3:25])[CH3:24])=[CH:21][C:20]([CH:26]([CH3:28])[CH3:27])=[CH:19][C:18]=1[CH:29]([CH3:31])[CH3:30].[H-].[Al+3].[Li+].[H-].[H-].[H-]. No catalyst specified. The product is [CH3:10][C:4]1([CH3:9])[CH2:5][CH:6]([OH:8])[CH2:7][C:2]([CH3:1])([CH3:32])[P:3]1[C:11]1[CH:16]=[CH:15][CH:14]=[CH:13][C:12]=1[C:17]1[C:22]([CH:23]([CH3:24])[CH3:25])=[CH:21][C:20]([CH:26]([CH3:28])[CH3:27])=[CH:19][C:18]=1[CH:29]([CH3:31])[CH3:30]. The yield is 0.880. (2) The reactants are Cl[C:2]1[CH:9]=[CH:8][C:5]([C:6]#[N:7])=[CH:4][N:3]=1.[C:10]([O:14][C:15]([N:17]1[CH2:22][CH2:21][CH:20]([NH2:23])[CH2:19][CH2:18]1)=[O:16])([CH3:13])([CH3:12])[CH3:11].C(N(C(C)C)CC)(C)C. The catalyst is C(#N)C.ClCCl. The product is [C:10]([O:14][C:15]([N:17]1[CH2:22][CH2:21][CH:20]([NH:23][C:2]2[CH:9]=[CH:8][C:5]([C:6]#[N:7])=[CH:4][N:3]=2)[CH2:19][CH2:18]1)=[O:16])([CH3:13])([CH3:11])[CH3:12]. The yield is 0.850. (3) The reactants are [O:1]=[S:2]([Cl:4])Cl.[OH2:5].[F:6][C:7]1[CH2:8][C:9](=[N+]=[N-])[CH:10]=[C:11]([F:14])[C:12]=1[F:13]. No catalyst specified. The product is [F:6][C:7]1[CH:8]=[C:9]([S:2]([Cl:4])(=[O:1])=[O:5])[CH:10]=[C:11]([F:14])[C:12]=1[F:13]. The yield is 0.830. (4) The reactants are [CH2:1]1[C:15]2[C:10](=[CH:11][CH:12]=[CH:13][CH:14]=2)[CH2:9][C:8]2[C:3](=[CH:4][CH:5]=[CH:6][CH:7]=2)[CH2:2]1.[Br:16][C:17]1[CH:24]=[C:21]([CH:22]=O)[C:20]([O:25][CH3:26])=[CH:19][CH:18]=1. The yield is 0.650. The product is [Br:16][C:17]1[CH:18]=[CH:19][C:20]([O:25][CH3:26])=[C:21]([CH:24]=1)[CH:22]=[C:9]1[C:8]2[CH:7]=[CH:6][CH:5]=[CH:4][C:3]=2[CH2:2][CH2:1][C:15]2[CH:14]=[CH:13][CH:12]=[CH:11][C:10]1=2. No catalyst specified.